Dataset: TCR-epitope binding with 47,182 pairs between 192 epitopes and 23,139 TCRs. Task: Binary Classification. Given a T-cell receptor sequence (or CDR3 region) and an epitope sequence, predict whether binding occurs between them. The epitope is TAFTIPSI. The TCR CDR3 sequence is CASSLGTGLNQPQHF. Result: 0 (the TCR does not bind to the epitope).